This data is from Reaction yield outcomes from USPTO patents with 853,638 reactions. The task is: Predict the reaction yield, written as a fraction of the theoretical maximum amount of product (1.0 means a 100% yield; for example, 0.34 means a 34% yield). (1) The catalyst is CN(C)C=O. The product is [I:20][C:12]1[C:13]([O:19][CH2:29][C:28]#[CH:27])=[CH:14][C:15]([CH:16]([CH3:18])[CH3:17])=[C:10]([CH:11]=1)[O:9][C:5]1[C:6]([NH2:8])=[N:7][C:2]([NH2:1])=[N:3][CH:4]=1. The yield is 0.710. The reactants are [NH2:1][C:2]1[N:7]=[C:6]([NH2:8])[C:5]([O:9][C:10]2[C:15]([CH:16]([CH3:18])[CH3:17])=[CH:14][C:13]([OH:19])=[C:12]([I:20])[CH:11]=2)=[CH:4][N:3]=1.C(=O)([O-])[O-].[K+].[K+].[CH2:27](Cl)[C:28]#[CH:29]. (2) The reactants are Br[C:2]1[CH:3]=[C:4]2[C:9](=[CH:10][CH:11]=1)[CH:8]=[C:7]([C:12]([NH:14][CH3:15])=[O:13])[CH:6]=[CH:5]2.O1CCCC1.C([Mg]Cl)(C)C.CCCCCC.C([Li])CCC.[S:37]([N:47]1[CH:51]=[C:50]([CH:52]=[O:53])[N:49]=[CH:48]1)([C:40]1[CH:46]=[CH:45][C:43]([CH3:44])=[CH:42][CH:41]=1)(=[O:39])=[O:38].[Cl-].[NH4+]. The catalyst is O1CCCC1.CC(C)=O. The product is [OH:53][CH:52]([C:50]1[N:49]=[CH:48][N:47]([S:37]([C:40]2[CH:46]=[CH:45][C:43]([CH3:44])=[CH:42][CH:41]=2)(=[O:39])=[O:38])[CH:51]=1)[C:2]1[CH:3]=[C:4]2[C:9](=[CH:10][CH:11]=1)[CH:8]=[C:7]([C:12]([NH:14][CH3:15])=[O:13])[CH:6]=[CH:5]2. The yield is 0.520. (3) The yield is 0.930. The reactants are [C:1]([O:5][C:6](=[O:35])[NH:7][C@@H:8]([CH2:28][C:29]1[CH:34]=[CH:33][CH:32]=[CH:31][CH:30]=1)[C@@H:9]([OH:27])[CH2:10][C@H:11]([C:17](=[O:26])[NH:18][CH:19]1[CH2:24][CH:23]2[CH2:25][CH:20]1[CH2:21][CH2:22]2)[CH2:12][CH:13]=[C:14]([CH3:16])[CH3:15])([CH3:4])([CH3:3])[CH3:2]. The catalyst is CO.[Pd]. The product is [C:1]([O:5][C:6](=[O:35])[NH:7][C@@H:8]([CH2:28][C:29]1[CH:34]=[CH:33][CH:32]=[CH:31][CH:30]=1)[C@@H:9]([OH:27])[CH2:10][C@H:11]([C:17](=[O:26])[NH:18][CH:19]1[CH2:24][CH:23]2[CH2:25][CH:20]1[CH2:21][CH2:22]2)[CH2:12][CH2:13][CH:14]([CH3:16])[CH3:15])([CH3:3])([CH3:4])[CH3:2]. (4) The reactants are [Cl:1][C:2]1[CH:3]=[C:4]([CH:9]([C:28]([F:31])([F:30])[F:29])/[CH:10]=[CH:11]/[C:12]2[CH:13]=[CH:14][C:15]([N:23]3[CH:27]=[N:26][CH:25]=[N:24]3)=[C:16]([CH:22]=2)[C:17]([O:19]CC)=[O:18])[CH:5]=[C:6]([Cl:8])[CH:7]=1. The catalyst is Cl. The product is [Cl:8][C:6]1[CH:5]=[C:4]([CH:9]([C:28]([F:29])([F:31])[F:30])/[CH:10]=[CH:11]/[C:12]2[CH:13]=[CH:14][C:15]([N:23]3[CH:27]=[N:26][CH:25]=[N:24]3)=[C:16]([CH:22]=2)[C:17]([OH:19])=[O:18])[CH:3]=[C:2]([Cl:1])[CH:7]=1. The yield is 0.600. (5) The reactants are C(OC(=O)[N:7]([C:16]1[S:17][C@:18]2([C:32](=[O:35])[NH:33][CH3:34])[C@H:20]([C@:21]([C:24]3[CH:29]=[CH:28][CH:27]=[C:26]([F:30])[C:25]=3[F:31])([CH3:23])[N:22]=1)[CH2:19]2)COCC[Si](C)(C)C)(C)(C)C.S(=O)(=O)(O)O.[N+:42]([O-])([O-:44])=[O:43].[Na+].O.[O-]P([O-])([O-])=O.[K+].[K+].[K+]. The catalyst is C(Cl)Cl. The product is [NH2:7][C:16]1[S:17][C@:18]2([C:32]([NH:33][CH3:34])=[O:35])[C@H:20]([C@:21]([C:24]3[CH:29]=[C:28]([N+:42]([O-:44])=[O:43])[CH:27]=[C:26]([F:30])[C:25]=3[F:31])([CH3:23])[N:22]=1)[CH2:19]2. The yield is 0.608. (6) The product is [O:20]1[CH2:24][CH2:23][O:22][CH:21]1[CH2:25][CH2:26][NH:27][S:16]([C:14]1[S:15][C:11]([C:5]2[CH:4]=[C:3]([CH2:1][CH3:2])[C:8](=[O:9])[NH:7][C:6]=2[CH3:10])=[CH:12][CH:13]=1)(=[O:18])=[O:17]. The yield is 0.505. No catalyst specified. The reactants are [CH2:1]([C:3]1[C:8](=[O:9])[NH:7][C:6]([CH3:10])=[C:5]([C:11]2[S:15][C:14]([S:16](Cl)(=[O:18])=[O:17])=[CH:13][CH:12]=2)[CH:4]=1)[CH3:2].[O:20]1[CH2:24][CH2:23][O:22][CH:21]1[CH2:25][CH2:26][NH2:27]. (7) The reactants are [Br:1][C:2]1[N:6]2[C:7](=[O:13])[CH:8]=[C:9]([CH2:11]Cl)[N:10]=[C:5]2[S:4][C:3]=1[CH3:14].P([O-])([O-])([O-])=O.[K+].[K+].[K+].[C:23]([C:25]1[CH:26]=[C:27](B(O)O)[CH:28]=[CH:29][CH:30]=1)#[N:24]. The catalyst is O1CCOCC1.O.C1C=CC([P]([Pd]([P](C2C=CC=CC=2)(C2C=CC=CC=2)C2C=CC=CC=2)([P](C2C=CC=CC=2)(C2C=CC=CC=2)C2C=CC=CC=2)[P](C2C=CC=CC=2)(C2C=CC=CC=2)C2C=CC=CC=2)(C2C=CC=CC=2)C2C=CC=CC=2)=CC=1. The product is [Br:1][C:2]1[N:6]2[C:7](=[O:13])[CH:8]=[C:9]([CH2:11][C:29]3[CH:30]=[C:25]([CH:26]=[CH:27][CH:28]=3)[C:23]#[N:24])[N:10]=[C:5]2[S:4][C:3]=1[CH3:14]. The yield is 0.170.